This data is from Forward reaction prediction with 1.9M reactions from USPTO patents (1976-2016). The task is: Predict the product of the given reaction. (1) Given the reactants S1(CCCC1)(=O)=O.P(Cl)(Cl)([Cl:10])=O.C(N(CC)CC)C.O=[C:21]1[NH:26][CH:25]=[N:24][C:23]2[S:27][C:28]3[CH2:33][N:32]([C:34]([O:36][C:37]([CH3:40])([CH3:39])[CH3:38])=[O:35])[CH2:31][CH2:30][C:29]=3[C:22]1=2, predict the reaction product. The product is: [Cl:10][C:21]1[C:22]2[C:29]3[CH2:30][CH2:31][N:32]([C:34]([O:36][C:37]([CH3:40])([CH3:39])[CH3:38])=[O:35])[CH2:33][C:28]=3[S:27][C:23]=2[N:24]=[CH:25][N:26]=1. (2) Given the reactants Cl[C:2]1[N:7]=[C:6]([NH:8][C:9]2[CH:10]=[C:11]3[C:15](=[CH:16][CH:17]=2)[NH:14][N:13]=[CH:12]3)[C:5]([F:18])=[CH:4][N:3]=1.[CH3:19][O:20][C:21]1[CH:22]=[C:23]2[C:27](=[CH:28][CH:29]=1)[CH2:26][NH:25][CH2:24]2.CCN(C(C)C)C(C)C, predict the reaction product. The product is: [F:18][C:5]1[C:6]([NH:8][C:9]2[CH:10]=[C:11]3[C:15](=[CH:16][CH:17]=2)[NH:14][N:13]=[CH:12]3)=[N:7][C:2]([N:25]2[CH2:24][C:23]3[C:27](=[CH:28][CH:29]=[C:21]([O:20][CH3:19])[CH:22]=3)[CH2:26]2)=[N:3][CH:4]=1. (3) The product is: [OH:12][CH2:11][C@@H:9]([C@H:7]([C@@H:5]([C@@H:3]([CH2:2][OH:1])[OH:4])[OH:6])[OH:8])[OH:10].[CH2:18]([OH:20])[C@H:17]([C@H:16]([C@@H:15]([C@@H:14]([CH2:13][OH:35])[OH:19])[OH:34])[OH:33])[OH:32]. Given the reactants [O:1]=[CH:2][C@@H:3]([C@H:5]([C@@H:7]([C@@H:9]([CH2:11][OH:12])[OH:10])[OH:8])[OH:6])[OH:4].[CH2:13]([OH:35])[C@H:14]1[O:19][C@@H:18]([O:20][C@H]2[C@H](O)[C@@H](O)[C@H](O)O[C@@H]2CO)[C@H:17]([OH:32])[C@@H:16]([OH:33])[C@@H:15]1[OH:34], predict the reaction product.